Dataset: Reaction yield outcomes from USPTO patents with 853,638 reactions. Task: Predict the reaction yield, written as a fraction of the theoretical maximum amount of product (1.0 means a 100% yield; for example, 0.34 means a 34% yield). (1) The reactants are [NH:1]1[C:9]2[C:4](=[CH:5][CH:6]=[C:7]([C:10]([N:12]3[CH2:18][C:17]4([CH3:20])[CH2:19][CH:13]3[CH2:14][C:15]([CH3:22])([CH3:21])[CH2:16]4)=[O:11])[CH:8]=2)[CH:3]=[CH:2]1.N1C=CC=CC=1.[Cl:29][C:30]([Cl:35])([Cl:34])[C:31](Cl)=[O:32]. The catalyst is ClCCl. The product is [Cl:29][C:30]([Cl:35])([Cl:34])[C:31]([C:3]1[C:4]2[C:9](=[CH:8][C:7]([C:10]([N:12]3[CH2:18][C:17]4([CH3:20])[CH2:19][CH:13]3[CH2:14][C:15]([CH3:22])([CH3:21])[CH2:16]4)=[O:11])=[CH:6][CH:5]=2)[NH:1][CH:2]=1)=[O:32]. The yield is 1.00. (2) The reactants are [C:1]([O:5][C:6]([NH:8][C@H:9]1[CH2:14][CH2:13][C@H:12]([N:15]([CH2:34][CH2:35][CH3:36])[C:16]2[C:17]([CH3:33])=[C:18]([C:29]([O:31][CH3:32])=[O:30])[CH:19]=[C:20]([C:22]3[CH:27]=[CH:26][C:25]([OH:28])=[CH:24][CH:23]=3)[CH:21]=2)[CH2:11][CH2:10]1)=[O:7])([CH3:4])([CH3:3])[CH3:2].C(=O)([O-])[O-].[Cs+].[Cs+].Br[CH2:44][CH2:45][O:46][CH3:47]. The catalyst is C(#N)C.O. The product is [C:1]([O:5][C:6]([NH:8][C@H:9]1[CH2:14][CH2:13][C@H:12]([N:15]([CH2:34][CH2:35][CH3:36])[C:16]2[C:17]([CH3:33])=[C:18]([C:29]([O:31][CH3:32])=[O:30])[CH:19]=[C:20]([C:22]3[CH:23]=[CH:24][C:25]([O:28][CH2:44][CH2:45][O:46][CH3:47])=[CH:26][CH:27]=3)[CH:21]=2)[CH2:11][CH2:10]1)=[O:7])([CH3:4])([CH3:3])[CH3:2]. The yield is 0.570. (3) The reactants are [Br:1][C:2]1[CH:3]=[C:4]([C:14]([OH:16])=O)[S:5][C:6]=1[C:7]1[N:11]([CH3:12])[N:10]=[CH:9][C:8]=1[Br:13].[NH2:17][C@@H:18]([CH2:31][C:32]1[CH:37]=[CH:36][CH:35]=[CH:34][C:33]=1[C:38]([F:41])([F:40])[F:39])[CH2:19][N:20]1[C:28](=[O:29])[C:27]2[C:22](=[CH:23][CH:24]=[CH:25][CH:26]=2)[C:21]1=[O:30].C1CN([P+](Br)(N2CCCC2)N2CCCC2)CC1.F[P-](F)(F)(F)(F)F.CCN(C(C)C)C(C)C. The catalyst is C(Cl)(Cl)Cl. The product is [Br:1][C:2]1[CH:3]=[C:4]([C:14]([NH:17][C@@H:18]([CH2:31][C:32]2[CH:37]=[CH:36][CH:35]=[CH:34][C:33]=2[C:38]([F:41])([F:39])[F:40])[CH2:19][N:20]2[C:28](=[O:29])[C:27]3[C:22](=[CH:23][CH:24]=[CH:25][CH:26]=3)[C:21]2=[O:30])=[O:16])[S:5][C:6]=1[C:7]1[N:11]([CH3:12])[N:10]=[CH:9][C:8]=1[Br:13]. The yield is 0.600. (4) The reactants are [CH3:1][N:2]1[CH2:7][CH2:6][CH:5]([NH:8][CH2:9][C:10]2[CH:15]=[C:14]([F:16])[CH:13]=[C:12](Br)[CH:11]=2)[CH2:4][CH2:3]1.C(=[NH:31])(C1C=CC=CC=1)C1C=CC=CC=1.CC(C)([O-])C.[Na+].C1(C)C=CC=CC=1. The catalyst is C(OCC)(=O)C.C1C=CC(/C=C/C(/C=C/C2C=CC=CC=2)=O)=CC=1.C1C=CC(/C=C/C(/C=C/C2C=CC=CC=2)=O)=CC=1.C1C=CC(/C=C/C(/C=C/C2C=CC=CC=2)=O)=CC=1.[Pd].[Pd].C1(P(C2C=CC=CC=2)C2C=CC3C(=CC=CC=3)C=2C2C3C(=CC=CC=3)C=CC=2P(C2C=CC=CC=2)C2C=CC=CC=2)C=CC=CC=1. The product is [CH3:1][N:2]1[CH2:7][CH2:6][CH:5]([NH:8][CH2:9][C:10]2[CH:15]=[C:14]([F:16])[CH:13]=[C:12]([NH2:31])[CH:11]=2)[CH2:4][CH2:3]1. The yield is 0.860.